This data is from Reaction yield outcomes from USPTO patents with 853,638 reactions. The task is: Predict the reaction yield, written as a fraction of the theoretical maximum amount of product (1.0 means a 100% yield; for example, 0.34 means a 34% yield). (1) The reactants are [Na:1].N1(C(C[C@H](CO)OCP(O)(O)=O)=O)C=C(C)C(=O)NC1=O.[N:23]1([C:31]([CH2:33][C@H:34]([CH2:47][OH:48])[O:35][CH2:36][P:37]([O:43]C(C)C)([O:39]C(C)C)=[O:38])=[O:32])[CH:30]=[CH:29][C:27]([NH2:28])=[N:26][C:24]1=[O:25].I[Si](C)(C)C. No catalyst specified. The product is [Na:1].[N:23]1([C:31]([CH2:33][C@H:34]([CH2:47][OH:48])[O:35][CH2:36][P:37]([OH:39])([OH:43])=[O:38])=[O:32])[CH:30]=[CH:29][C:27]([NH2:28])=[N:26][C:24]1=[O:25]. The yield is 0.730. (2) The reactants are [C:1]([O:7][CH2:8][N:9]1[C:13]2[N:14]=[CH:15][N:16]=[C:17]([C:18]3[CH:19]=[N:20][N:21](/[C:23](/[CH:28]4[CH2:32][CH2:31][CH2:30][CH2:29]4)=[CH:24]\[C:25]([NH2:27])=[O:26])[CH:22]=3)[C:12]=2[CH:11]=[CH:10]1)(=[O:6])[C:2]([CH3:5])([CH3:4])[CH3:3].O1CCCC1.[H][H]. The catalyst is [Pd]. The product is [C:1]([O:7][CH2:8][N:9]1[C:13]2[N:14]=[CH:15][N:16]=[C:17]([C:18]3[CH:19]=[N:20][N:21]([CH:23]([CH:28]4[CH2:32][CH2:31][CH2:30][CH2:29]4)[CH2:24][C:25]([NH2:27])=[O:26])[CH:22]=3)[C:12]=2[CH:11]=[CH:10]1)(=[O:6])[C:2]([CH3:4])([CH3:5])[CH3:3]. The yield is 0.990. (3) The reactants are [OH:1][CH:2]([C:13]1[CH:18]=[CH:17][N:16]=[CH:15][CH:14]=1)[C:3]1[CH:8]=[CH:7][CH:6]=[C:5]([O:9][CH3:10])[C:4]=1[O:11][CH3:12].[H][H]. The catalyst is [Rh].CO. The product is [OH:1][CH:2]([CH:13]1[CH2:14][CH2:15][NH:16][CH2:17][CH2:18]1)[C:3]1[CH:8]=[CH:7][CH:6]=[C:5]([O:9][CH3:10])[C:4]=1[O:11][CH3:12]. The yield is 0.900.